Task: Predict the reactants needed to synthesize the given product.. Dataset: Full USPTO retrosynthesis dataset with 1.9M reactions from patents (1976-2016) (1) Given the product [ClH:1].[NH2:8][CH2:9][CH:10]1[O:14][C:13](=[O:15])[N:12]([C:16]2[CH:21]=[CH:20][C:19]([N:22]3[CH:23]=[CH:24][C:25](=[O:28])[CH2:26][CH2:27]3)=[C:18]([F:29])[CH:17]=2)[CH2:11]1, predict the reactants needed to synthesize it. The reactants are: [ClH:1].C(OC(=O)[NH:8][CH2:9][CH:10]1[O:14][C:13](=[O:15])[N:12]([C:16]2[CH:21]=[CH:20][C:19]([N:22]3[CH:27]=[CH:26][C:25](=[O:28])[CH2:24][CH2:23]3)=[C:18]([F:29])[CH:17]=2)[CH2:11]1)(C)(C)C. (2) Given the product [ClH:42].[CH2:1]([O:3][C:4](=[O:41])[CH2:5][CH:6]1[CH2:11][CH2:10][CH2:9][CH2:8][N:7]1[C:12]1[CH:17]=[C:16]([NH:18][CH2:19][CH2:20][C:21]2[CH:22]=[CH:23][C:24]([O:27][C:28]([F:30])([F:31])[F:29])=[CH:25][CH:26]=2)[N:15]=[C:14]([O:39][CH3:40])[N:13]=1)[CH3:2], predict the reactants needed to synthesize it. The reactants are: [CH2:1]([O:3][C:4](=[O:41])[CH2:5][CH:6]1[CH2:11][CH2:10][CH2:9][CH2:8][N:7]1[C:12]1[CH:17]=[C:16]([N:18](C(OC(C)(C)C)=O)[CH2:19][CH2:20][C:21]2[CH:26]=[CH:25][C:24]([O:27][C:28]([F:31])([F:30])[F:29])=[CH:23][CH:22]=2)[N:15]=[C:14]([O:39][CH3:40])[N:13]=1)[CH3:2].[ClH:42].